Dataset: Reaction yield outcomes from USPTO patents with 853,638 reactions. Task: Predict the reaction yield, written as a fraction of the theoretical maximum amount of product (1.0 means a 100% yield; for example, 0.34 means a 34% yield). (1) The reactants are [C:1]([O:5][C:6]([NH:8][C@@H:9]([CH2:22][C:23]1[C:31]2[C:26](=[CH:27][CH:28]=[CH:29][CH:30]=2)[NH:25][CH:24]=1)[CH2:10][O:11][C:12]1[CH:13]=[N:14][CH:15]=[C:16]([CH:21]=1)[C:17]([O:19][CH3:20])=[O:18])=[O:7])([CH3:4])([CH3:3])[CH3:2].CC#N.[CH3:35][C:36]([O:39][C:40](O[C:40]([O:39][C:36]([CH3:38])([CH3:37])[CH3:35])=[O:41])=[O:41])([CH3:38])[CH3:37]. The catalyst is CN(C1C=CN=CC=1)C. The product is [C:36]([O:39][C:40]([N:25]1[C:26]2[C:31](=[CH:30][CH:29]=[CH:28][CH:27]=2)[C:23]([CH2:22][CH:9]([NH:8][C:6]([O:5][C:1]([CH3:4])([CH3:2])[CH3:3])=[O:7])[CH2:10][O:11][C:12]2[CH:13]=[N:14][CH:15]=[C:16]([C:17]([O:19][CH3:20])=[O:18])[CH:21]=2)=[CH:24]1)=[O:41])([CH3:38])([CH3:37])[CH3:35]. The yield is 0.600. (2) The reactants are [OH-:1].[Na+:2].CO.[CH:5]1[N:9]=[CH:8][N:7]([CH2:10][C:11]([P:17]([OH:20])([OH:19])=[O:18])([P:13]([OH:16])([OH:15])=[O:14])[OH:12])[CH:6]=1. The catalyst is O. The product is [CH:5]1[N:9]=[CH:8][N:7]([CH2:10][C:11]([P:13]([O-:16])([OH:15])=[O:14])([P:17]([O-:19])([OH:20])=[O:18])[OH:12])[CH:6]=1.[OH2:1].[OH2:12].[OH2:12].[OH2:12].[Na+:2].[Na+:2]. The yield is 0.970. (3) The reactants are Br[C:2]1[CH:3]=[N:4][CH:5]=[C:6]([CH:9]=1)[C:7]#[N:8].[CH3:10][Sn:11]([CH3:17])([CH3:16])[Sn:11]([CH3:17])([CH3:16])[CH3:10]. The catalyst is COCCOC.C(Cl)Cl. The product is [CH3:10][Sn:11]([CH3:17])([CH3:16])[C:2]1[CH:3]=[N:4][CH:5]=[C:6]([CH:9]=1)[C:7]#[N:8]. The yield is 0.760. (4) The reactants are [C:1]([C:5]1[CH:10]=[CH:9][C:8]([S:11]([NH:14][C:15]2[CH:23]=[C:22]([F:24])[CH:21]=[CH:20][C:16]=2[C:17]([OH:19])=[O:18])(=[O:13])=[O:12])=[CH:7][CH:6]=1)([CH3:4])([CH3:3])[CH3:2].[Cl:25]N1C(=O)CCC1=O. The catalyst is C(O)(=O)C. The product is [C:1]([C:5]1[CH:6]=[CH:7][C:8]([S:11]([NH:14][C:15]2[CH:23]=[C:22]([F:24])[C:21]([Cl:25])=[CH:20][C:16]=2[C:17]([OH:19])=[O:18])(=[O:13])=[O:12])=[CH:9][CH:10]=1)([CH3:4])([CH3:2])[CH3:3]. The yield is 0.870.